From a dataset of Full USPTO retrosynthesis dataset with 1.9M reactions from patents (1976-2016). Predict the reactants needed to synthesize the given product. (1) Given the product [OH:1][CH:2]([CH:12]1[CH2:13][CH2:14][NH:15][CH2:16][CH2:17]1)[CH2:3][NH:4][C:5](=[O:11])[O:6][C:7]([CH3:10])([CH3:9])[CH3:8], predict the reactants needed to synthesize it. The reactants are: [OH:1][CH:2]([CH:12]1[CH2:17][CH2:16][N:15](CC2C=CC=CC=2)[CH2:14][CH2:13]1)[CH2:3][NH:4][C:5](=[O:11])[O:6][C:7]([CH3:10])([CH3:9])[CH3:8]. (2) Given the product [F:33][C:27]1[CH:28]=[CH:29][CH:30]=[C:31]([F:32])[C:26]=1[C:23]1[CH:24]=[C:25]2[C:20](=[CH:21][CH:22]=1)[N:19]([CH:34]1[CH2:39][CH2:38][CH2:37][CH2:36][O:35]1)[N:18]=[C:17]2[C:15]1[CH:14]=[N:13][CH:12]=[C:11]([O:1][C:2]2[CH:3]=[N:4][CH:5]=[CH:6][CH:7]=2)[N:16]=1, predict the reactants needed to synthesize it. The reactants are: [OH:1][C:2]1[CH:3]=[N:4][CH:5]=[CH:6][CH:7]=1.[H-].[Na+].Cl[C:11]1[N:16]=[C:15]([C:17]2[C:25]3[C:20](=[CH:21][CH:22]=[C:23]([C:26]4[C:31]([F:32])=[CH:30][CH:29]=[CH:28][C:27]=4[F:33])[CH:24]=3)[N:19]([CH:34]3[CH2:39][CH2:38][CH2:37][CH2:36][O:35]3)[N:18]=2)[CH:14]=[N:13][CH:12]=1. (3) Given the product [Br:15][C:16]1[CH:21]=[CH:20][CH:19]=[CH:18][C:17]=1[S:22][CH2:13][C:4]1[C:5]([O:11][CH3:12])=[CH:6][C:7]([O:9][CH3:10])=[CH:8][C:3]=1[O:2][CH3:1], predict the reactants needed to synthesize it. The reactants are: [CH3:1][O:2][C:3]1[CH:8]=[C:7]([O:9][CH3:10])[CH:6]=[C:5]([O:11][CH3:12])[C:4]=1[CH2:13]O.[Br:15][C:16]1[CH:21]=[CH:20][CH:19]=[CH:18][C:17]=1[SH:22].C(O)(C(F)(F)F)=O.C([O-])(O)=O.[Na+]. (4) Given the product [NH2:1][C:2]1[N:7]=[C:6]([N:8]2[CH2:13][CH2:12][CH2:11][C@H:10]([C:14]([NH:16][C:17]3[CH:22]=[CH:21][CH:20]=[CH:19][C:18]=3[CH3:23])=[O:15])[CH2:9]2)[CH:5]=[C:4]([C:24]2[CH:25]=[C:26]3[C:27]([C:30]([NH2:31])=[N:42][NH:43]3)=[CH:28][CH:29]=2)[N:3]=1, predict the reactants needed to synthesize it. The reactants are: [NH2:1][C:2]1[N:7]=[C:6]([N:8]2[CH2:13][CH2:12][CH2:11][C@H:10]([C:14]([NH:16][C:17]3[CH:22]=[CH:21][CH:20]=[CH:19][C:18]=3[CH3:23])=[O:15])[CH2:9]2)[CH:5]=[C:4]([C:24]2[CH:29]=[CH:28][C:27]([C:30]#[N:31])=[C:26](F)[CH:25]=2)[N:3]=1.CCN(C(C)C)C(C)C.[NH2:42][NH2:43]. (5) Given the product [O:3]1[CH2:4][CH2:5][O:1][CH:2]1[C:6]1[N:11]=[C:10]2[NH:12][CH2:13][CH2:14][C:9]2=[CH:8][CH:7]=1, predict the reactants needed to synthesize it. The reactants are: [O:1]1[CH2:5][CH2:4][O:3][CH:2]1[C:6]1[N:11]=[C:10]2[NH:12][CH:13]=[CH:14][C:9]2=[CH:8][CH:7]=1. (6) Given the product [CH3:1][O:2][C:3]([C:5]1[CH:10]=[C:9]([Br:11])[C:8](=[O:12])[N:7]([CH2:13][CH2:14][C:15]2[CH:20]=[CH:19][CH:18]=[CH:17][CH:16]=2)[C:6]=1[CH2:21][N:27]([CH2:26][C:25]([O:24][CH3:23])=[O:38])[S:28]([C:31]1[CH:32]=[CH:33][C:34]([CH3:37])=[CH:35][CH:36]=1)(=[O:30])=[O:29])=[O:4], predict the reactants needed to synthesize it. The reactants are: [CH3:1][O:2][C:3]([C:5]1[CH:10]=[C:9]([Br:11])[C:8](=[O:12])[N:7]([CH2:13][CH2:14][C:15]2[CH:20]=[CH:19][CH:18]=[CH:17][CH:16]=2)[C:6]=1[CH2:21]Br)=[O:4].[CH3:23][O:24][C:25](=[O:38])[CH2:26][NH:27][S:28]([C:31]1[CH:36]=[CH:35][C:34]([CH3:37])=[CH:33][CH:32]=1)(=[O:30])=[O:29].[I-].[Na+].C(=O)([O-])[O-].[K+].[K+]. (7) Given the product [Br:19][C:16]1[CH:17]=[CH:18][C:13]([C:9]2[S:10][CH:11]=[CH:12][C:8]=2[NH2:7])=[CH:14][CH:15]=1, predict the reactants needed to synthesize it. The reactants are: C(OC(=O)[NH:7][C:8]1[CH:12]=[CH:11][S:10][C:9]=1[C:13]1[CH:18]=[CH:17][C:16]([Br:19])=[CH:15][CH:14]=1)(C)(C)C.Cl.O.C([O-])(O)=O.[Na+]. (8) Given the product [CH2:1]([O:3][C:4](=[O:13])[C:5]1[CH:10]=[CH:9][C:8]([O:11][CH2:20][CH3:21])=[C:7]([OH:12])[CH:6]=1)[CH3:2], predict the reactants needed to synthesize it. The reactants are: [CH2:1]([O:3][C:4](=[O:13])[C:5]1[CH:10]=[CH:9][C:8]([OH:11])=[C:7]([OH:12])[CH:6]=1)[CH3:2].C(=O)([O-])[O-].[K+].[K+].[CH2:20](Br)[CH3:21].